From a dataset of Catalyst prediction with 721,799 reactions and 888 catalyst types from USPTO. Predict which catalyst facilitates the given reaction. Reactant: [Cl:1][C:2]1[N:7]=[C:6]([N:8]([CH:15]2[CH2:20][CH2:19][CH2:18][CH2:17][CH2:16]2)[C@@H:9]([C:11](OC)=[O:12])[CH3:10])[C:5]([N+:21]([O-])=O)=[CH:4][N:3]=1.Cl. Product: [Cl:1][C:2]1[N:3]=[CH:4][C:5]2[NH:21][C:11](=[O:12])[C@@H:9]([CH3:10])[N:8]([CH:15]3[CH2:20][CH2:19][CH2:18][CH2:17][CH2:16]3)[C:6]=2[N:7]=1. The catalyst class is: 186.